Dataset: Retrosynthesis with 50K atom-mapped reactions and 10 reaction types from USPTO. Task: Predict the reactants needed to synthesize the given product. (1) Given the product CCCCN(C)C(=O)CC(C)(C)N=[N+]=[N-], predict the reactants needed to synthesize it. The reactants are: CC(C)(CC(=O)Cl)N=[N+]=[N-].CCCCNC. (2) Given the product Cc1cc(-c2cccc(C(F)(F)F)c2)c(Cl)nc1C(=O)N1CCC(N2CCCC2)CC1, predict the reactants needed to synthesize it. The reactants are: C1CCN(C2CCNCC2)C1.Cc1cc(-c2cccc(C(F)(F)F)c2)c(Cl)nc1C(=O)O.